From a dataset of Catalyst prediction with 721,799 reactions and 888 catalyst types from USPTO. Predict which catalyst facilitates the given reaction. (1) Reactant: [C:1]([C:4]1[CH:9]=[CH:8][C:7]([CH:10]2[CH2:15][CH2:14][N:13]([C:16]([O:18][C:19]([CH3:22])([CH3:21])[CH3:20])=[O:17])[CH2:12][CH2:11]2)=[CH:6][N:5]=1)([OH:3])=O.[CH3:23][S:24]([C:27]1[CH:28]=[C:29]2[C:33](=[CH:34][CH:35]=1)[NH:32][CH2:31][CH2:30]2)(=[O:26])=[O:25].O.ON1C2C=CC=CC=2N=N1.CN1CCOCC1.Cl.CN(C)CCCN=C=NCC. Product: [CH3:23][S:24]([C:27]1[CH:28]=[C:29]2[C:33](=[CH:34][CH:35]=1)[N:32]([C:1]([C:4]1[CH:9]=[CH:8][C:7]([CH:10]3[CH2:15][CH2:14][N:13]([C:16]([O:18][C:19]([CH3:22])([CH3:21])[CH3:20])=[O:17])[CH2:12][CH2:11]3)=[CH:6][N:5]=1)=[O:3])[CH2:31][CH2:30]2)(=[O:26])=[O:25]. The catalyst class is: 35. (2) Product: [ClH:32].[S:1]1[CH:5]=[CH:4][C:3]2[C:6]([N:10]3[CH2:11][CH2:12][N:13]([CH2:16][CH2:17][CH2:18][CH2:19][O:20][C:21]4[CH:30]=[C:29]5[C:24]([CH2:25][CH2:26][NH:27][C:28]5=[O:31])=[CH:23][CH:22]=4)[CH2:14][CH2:15]3)=[CH:7][CH:8]=[CH:9][C:2]1=2. The catalyst class is: 13. Reactant: [S:1]1[CH:5]=[CH:4][C:3]2[C:6]([N:10]3[CH2:15][CH2:14][N:13]([CH2:16][CH2:17][CH2:18][CH2:19][O:20][C:21]4[CH:30]=[C:29]5[C:24]([CH2:25][CH2:26][NH:27][C:28]5=[O:31])=[CH:23][CH:22]=4)[CH2:12][CH2:11]3)=[CH:7][CH:8]=[CH:9][C:2]1=2.[Cl:32]CCCCOC1C=C2C(CCNC2=O)=CC=1.C(O)C.Cl. (3) Reactant: [Cl:1][C:2]1[CH:11]=[CH:10][C:9]2[NH:8]C(=O)[N:6]3[N:13]=[C:14]([CH:16]4[CH2:18][CH2:17]4)[N:15]=[C:5]3[C:4]=2[CH:3]=1.[OH-].[Na+].O.C(O)(=O)C. Product: [Cl:1][C:2]1[CH:11]=[CH:10][C:9]([NH2:8])=[C:4]([C:5]2[NH:6][N:13]=[C:14]([CH:16]3[CH2:18][CH2:17]3)[N:15]=2)[CH:3]=1. The catalyst class is: 196. (4) Reactant: [CH:1]([N:3]1[CH:7]=[C:6]([C:8]([OH:10])=O)[CH:5]=[N:4]1)=[CH2:2].[CH:11]([C:14]1[N:19]=[CH:18][C:17]([NH2:20])=[CH:16][CH:15]=1)([CH3:13])[CH3:12].ON1C2C=CC=CC=2N=N1.Cl.C(N=C=NCCCN(C)C)C. Product: [CH:11]([C:14]1[N:19]=[CH:18][C:17]([NH:20][C:8]([C:6]2[CH:5]=[N:4][N:3]([CH:1]=[CH2:2])[CH:7]=2)=[O:10])=[CH:16][CH:15]=1)([CH3:13])[CH3:12]. The catalyst class is: 35. (5) Reactant: C(OC(=O)[NH:7][C:8]1[CH:13]=[CH:12][C:11]([C:14]#[C:15][C:16]2[CH:21]=[CH:20][CH:19]=[CH:18][CH:17]=2)=[CH:10][C:9]=1[NH2:22])(C)(C)C.C(O[C:29](=[O:45])[CH2:30][C:31]([C:33]1[CH:38]=[CH:37][CH:36]=[C:35]([C:39]2[N:40]([CH3:44])[CH:41]=[CH:42][N:43]=2)[CH:34]=1)=O)(C)(C)C.[C:46](O)(C(F)(F)F)=O. Product: [CH3:46][C:12]1[C:11]([C:14]#[C:15][C:16]2[CH:17]=[CH:18][CH:19]=[CH:20][CH:21]=2)=[CH:10][C:9]2[NH:22][C:29](=[O:45])[CH2:30][C:31]([C:33]3[CH:38]=[CH:37][CH:36]=[C:35]([C:39]4[N:40]([CH3:44])[CH:41]=[CH:42][N:43]=4)[CH:34]=3)=[N:7][C:8]=2[CH:13]=1. The catalyst class is: 2. (6) Reactant: [Br:1][C:2]1[CH:10]=[CH:9][CH:8]=[C:7]([NH:11][C:12]2[C:13]3[CH:21]=[CH:20][N:19]([S:22]([C:25]4[CH:30]=[CH:29][C:28]([CH3:31])=[CH:27][CH:26]=4)(=[O:24])=[O:23])[C:14]=3[N:15]=[C:16]([Cl:18])[N:17]=2)[C:3]=1[C:4]([OH:6])=O.C(Cl)(=O)C(Cl)=O. Product: [ClH:18].[Br:1][C:2]1[CH:10]=[CH:9][CH:8]=[C:7]2[C:3]=1[C:4](=[O:6])[N:17]1[C:16]([Cl:18])=[N:15][C:14]3[N:19]([S:22]([C:25]4[CH:26]=[CH:27][C:28]([CH3:31])=[CH:29][CH:30]=4)(=[O:23])=[O:24])[CH:20]=[CH:21][C:13]=3[C:12]1=[N:11]2. The catalyst class is: 1. (7) Reactant: [OH:1][N:2]=[C:3]([C:5]1[CH:6]=[C:7]([CH:24]=[CH:25][CH:26]=1)[CH2:8][N:9]([C:18](=[O:23])[C:19]([F:22])([F:21])[F:20])[CH2:10][C:11]([O:13][C:14]([CH3:17])([CH3:16])[CH3:15])=[O:12])[NH2:4].[C:27](N1C=CN=C1)(N1C=CN=C1)=[O:28]. Product: [O:28]=[C:27]1[O:1][N:2]=[C:3]([C:5]2[CH:6]=[C:7]([CH:24]=[CH:25][CH:26]=2)[CH2:8][N:9]([C:18](=[O:23])[C:19]([F:21])([F:20])[F:22])[CH2:10][C:11]([O:13][C:14]([CH3:17])([CH3:16])[CH3:15])=[O:12])[NH:4]1. The catalyst class is: 12. (8) Reactant: [NH2:1][C:2]1[C:10]([NH2:11])=[C:9]([Br:12])[C:5]2=[N:6][S:7][N:8]=[C:4]2[C:3]=1[Br:13].[CH3:14][C:15](=O)[C:16](=O)[CH3:17].O. Product: [Br:13][C:3]1[C:4]2[C:5](=[N:6][S:7][N:8]=2)[C:9]([Br:12])=[C:10]2[C:2]=1[N:1]=[C:16]([CH3:17])[C:15]([CH3:14])=[N:11]2. The catalyst class is: 15. (9) Reactant: C(Cl)(=O)C(Cl)=O.CS(C)=O.[OH:11][CH2:12][CH2:13][CH2:14][C:15]1[O:16][C:17]2[CH:23]=[CH:22][C:21]([C:24]([O:26][CH3:27])=[O:25])=[CH:20][C:18]=2[CH:19]=1.C(N(CC)CC)C. Product: [CH:12]([CH2:13][CH2:14][C:15]1[O:16][C:17]2[CH:23]=[CH:22][C:21]([C:24]([O:26][CH3:27])=[O:25])=[CH:20][C:18]=2[CH:19]=1)=[O:11]. The catalyst class is: 34. (10) Reactant: C[Si](C)(C)[N-][Si](C)(C)C.[Li+].[F:11][C:12]([F:22])([F:21])[C@H:13]([CH3:20])[CH2:14][C:15]([O:17][CH2:18][CH3:19])=[O:16].Br[C:24]1[CH:29]=[CH:28][C:27]([Cl:30])=[CH:26][C:25]=1[F:31].C1(P(C2CCCCC2)C2C=CC=CC=2C2C=CC=CC=2N(C)C)CCCCC1. Product: [Cl:30][C:27]1[CH:28]=[CH:29][C:24]([CH:14]([C@@H:13]([CH3:20])[C:12]([F:21])([F:22])[F:11])[C:15]([O:17][CH2:18][CH3:19])=[O:16])=[C:25]([F:31])[CH:26]=1. The catalyst class is: 164.